Dataset: Full USPTO retrosynthesis dataset with 1.9M reactions from patents (1976-2016). Task: Predict the reactants needed to synthesize the given product. (1) Given the product [ClH:1].[F:14][C:10]1[CH:9]=[C:8]([C:5]2[CH:6]=[CH:7][C:2]([N:21]3[CH2:22][CH2:23][N:18]([CH:15]([CH3:17])[CH3:16])[CH2:19][CH2:20]3)=[N:3][CH:4]=2)[CH:13]=[CH:12][CH:11]=1, predict the reactants needed to synthesize it. The reactants are: [Cl:1][C:2]1[CH:7]=[CH:6][C:5]([C:8]2[CH:13]=[CH:12][CH:11]=[C:10]([F:14])[CH:9]=2)=[CH:4][N:3]=1.[CH:15]([N:18]1[CH2:23][CH2:22][NH:21][CH2:20][CH2:19]1)([CH3:17])[CH3:16]. (2) Given the product [NH2:1][C:2]1[C:3]2[C:4]3[C:5](=[CH:13][N:14]([C@@H:16]4[O:22][C@H:21]([CH2:23][O:24][Si:26]([C:29]([CH3:32])([CH3:31])[CH3:30])([CH3:28])[CH3:27])[C@@H:19]([OH:20])[C@@:17]4([CH3:25])[OH:18])[N:15]=2)[CH:6]=[CH:7][C:8]=3[C:9](=[O:12])[NH:10][N:11]=1, predict the reactants needed to synthesize it. The reactants are: [NH2:1][C:2]1[C:3]2[C:4]3[C:5](=[CH:13][N:14]([C@@H:16]4[O:22][C@H:21]([CH2:23][OH:24])[C@@H:19]([OH:20])[C@@:17]4([CH3:25])[OH:18])[N:15]=2)[CH:6]=[CH:7][C:8]=3[C:9](=[O:12])[NH:10][N:11]=1.[Si:26](Cl)([C:29]([CH3:32])([CH3:31])[CH3:30])([CH3:28])[CH3:27].N1C=CN=C1. (3) Given the product [Cl:1][C:2]1[C:3]([N:38]2[CH2:39][CH2:40][N:35]([C:30]3[CH:31]=[CH:32][CH:33]=[CH:34][N:29]=3)[CH2:36][CH2:37]2)=[C:4]([F:27])[CH:5]=[C:6]2[C:11]=1[N:10]([C:12]1[CH:13]=[CH:14][C:15]([CH2:18][CH2:19][N:20]([CH3:21])[CH3:22])=[CH:16][CH:17]=1)[CH:9]=[C:8]([C:23]([OH:25])=[O:24])[C:7]2=[O:26], predict the reactants needed to synthesize it. The reactants are: [Cl:1][C:2]1[C:3](F)=[C:4]([F:27])[CH:5]=[C:6]2[C:11]=1[N:10]([C:12]1[CH:17]=[CH:16][C:15]([CH2:18][CH2:19][N:20]([CH3:22])[CH3:21])=[CH:14][CH:13]=1)[CH:9]=[C:8]([C:23]([OH:25])=[O:24])[C:7]2=[O:26].[N:29]1[CH:34]=[CH:33][CH:32]=[CH:31][C:30]=1[N:35]1[CH2:40][CH2:39][NH:38][CH2:37][CH2:36]1.C1N2CCN(CC2)C1.